Dataset: Forward reaction prediction with 1.9M reactions from USPTO patents (1976-2016). Task: Predict the product of the given reaction. (1) Given the reactants [F:1][CH:2]([F:22])[CH2:3][CH2:4][O:5][C:6]1[CH:7]=[C:8]([CH:19]=[CH:20][CH:21]=1)[C:9]([C:11]1[C:12]([C:17]#[N:18])=[N:13][CH:14]=[CH:15][CH:16]=1)=O.[CH3:23][C:24]([S:27]([NH2:29])=[O:28])([CH3:26])[CH3:25].CO.C(=O)(O)[O-].[Na+], predict the reaction product. The product is: [C:17]([C:12]1[C:11]([C:9]([C:8]2[CH:19]=[CH:20][CH:21]=[C:6]([O:5][CH2:4][CH2:3][CH:2]([F:22])[F:1])[CH:7]=2)=[N:29][S:27]([C:24]([CH3:26])([CH3:25])[CH3:23])=[O:28])=[CH:16][CH:15]=[CH:14][N:13]=1)#[N:18]. (2) Given the reactants [S:1]1[C:5]2[CH:6]=[CH:7][CH:8]=[CH:9][C:4]=2[N:3]=[C:2]1[NH:10][C:11]([N:13]1[C:22]2[C:17](=[CH:18][CH:19]=[C:20]([C:23]3[S:24][C:25]([CH2:33][CH2:34][CH2:35][O:36][C:37]4[CH:42]=[CH:41][CH:40]=[CH:39][CH:38]=4)=[C:26]([C:28]([O:30]CC)=[O:29])[N:27]=3)[CH:21]=2)[CH2:16][CH2:15][CH2:14]1)=[O:12].CO.C1COCC1.[Li+].[OH-], predict the reaction product. The product is: [S:1]1[C:5]2[CH:6]=[CH:7][CH:8]=[CH:9][C:4]=2[N:3]=[C:2]1[NH:10][C:11]([N:13]1[C:22]2[C:17](=[CH:18][CH:19]=[C:20]([C:23]3[S:24][C:25]([CH2:33][CH2:34][CH2:35][O:36][C:37]4[CH:38]=[CH:39][CH:40]=[CH:41][CH:42]=4)=[C:26]([C:28]([OH:30])=[O:29])[N:27]=3)[CH:21]=2)[CH2:16][CH2:15][CH2:14]1)=[O:12]. (3) Given the reactants [N:1]1[CH:6]=[CH:5][C:4]([C:7]2[CH:15]=[CH:14][CH:13]=[C:12]3[C:8]=2[CH2:9][C:10](=[O:16])[NH:11]3)=[CH:3][CH:2]=1.[CH:17]([C:19]1[CH:24]=[CH:23][C:22]([N:25]2[CH2:30][CH2:29][N:28]([CH:31]=[O:32])[CH2:27][CH2:26]2)=[CH:21][CH:20]=1)=O, predict the reaction product. The product is: [O:16]=[C:10]1[C:9](=[CH:17][C:19]2[CH:20]=[CH:21][C:22]([N:25]3[CH2:26][CH2:27][N:28]([CH:31]=[O:32])[CH2:29][CH2:30]3)=[CH:23][CH:24]=2)[C:8]2[C:12](=[CH:13][CH:14]=[CH:15][C:7]=2[C:4]2[CH:5]=[CH:6][N:1]=[CH:2][CH:3]=2)[NH:11]1. (4) Given the reactants [CH3:1][N:2]([CH3:24])[C:3]([S:5][C:6]1[C:16]2[CH2:15][CH2:14][N:13](C(=O)C(F)(F)F)[CH2:12][CH2:11][C:10]=2[CH:9]=[CH:8][C:7]=1[CH3:23])=[O:4].C(=O)([O-])[O-].[K+].[K+].C(N(CC)CC)C.[C:46](O[C:46]([O:48][C:49]([CH3:52])([CH3:51])[CH3:50])=[O:47])([O:48][C:49]([CH3:52])([CH3:51])[CH3:50])=[O:47], predict the reaction product. The product is: [C:49]([O:48][C:46]([N:13]1[CH2:14][CH2:15][C:16]2[C:6]([S:5][C:3](=[O:4])[N:2]([CH3:24])[CH3:1])=[C:7]([CH3:23])[CH:8]=[CH:9][C:10]=2[CH2:11][CH2:12]1)=[O:47])([CH3:50])([CH3:51])[CH3:52]. (5) Given the reactants [C:1]([C:5]1[CH:6]=[C:7]([NH:17][C:18]([NH:20][C@@H:21]2[C:30]3[C:25](=[CH:26][CH:27]=[CH:28][CH:29]=3)[C@H:24]([O:31][C:32]3[CH:33]=[CH:34][C:35]4[N:36]([C:38]([N:41]5[CH2:46][CH2:45][CH:44]([CH2:47][O:48][Si](C(C)C)(C(C)C)C(C)C)[CH2:43][CH2:42]5)=[N:39][N:40]=4)[CH:37]=3)[CH2:23][CH2:22]2)=[O:19])[N:8]([C:10]2[CH:15]=[CH:14][C:13]([CH3:16])=[CH:12][CH:11]=2)[N:9]=1)([CH3:4])([CH3:3])[CH3:2].CCCC[N+](CCCC)(CCCC)CCCC.[F-], predict the reaction product. The product is: [C:1]([C:5]1[CH:6]=[C:7]([NH:17][C:18]([NH:20][C@@H:21]2[C:30]3[C:25](=[CH:26][CH:27]=[CH:28][CH:29]=3)[C@H:24]([O:31][C:32]3[CH:33]=[CH:34][C:35]4[N:36]([C:38]([N:41]5[CH2:46][CH2:45][CH:44]([CH2:47][OH:48])[CH2:43][CH2:42]5)=[N:39][N:40]=4)[CH:37]=3)[CH2:23][CH2:22]2)=[O:19])[N:8]([C:10]2[CH:15]=[CH:14][C:13]([CH3:16])=[CH:12][CH:11]=2)[N:9]=1)([CH3:4])([CH3:2])[CH3:3]. (6) Given the reactants [C:1]([O:4][CH:5]1[CH2:13][C:12]2[C:7](=[CH:8][CH:9]=[CH:10][CH:11]=2)[CH2:6]1)(=[O:3])[CH3:2].[N+:14]([O-])([OH:16])=[O:15], predict the reaction product. The product is: [C:1]([O:4][CH:5]1[CH2:13][C:12]2[C:7](=[CH:8][CH:9]=[C:10]([N+:14]([O-:16])=[O:15])[CH:11]=2)[CH2:6]1)(=[O:3])[CH3:2].